Dataset: Catalyst prediction with 721,799 reactions and 888 catalyst types from USPTO. Task: Predict which catalyst facilitates the given reaction. Reactant: [CH2:1]([O:4][CH2:5][C@H:6]([NH:13]C(=O)C(F)(F)F)[C:7]1[CH:12]=[CH:11][CH:10]=[CH:9][CH:8]=1)[CH:2]=[CH2:3].C(=O)([O-])[O-].[K+].[K+].CO. Product: [CH2:1]([O:4][CH2:5][C@@H:6]([C:7]1[CH:12]=[CH:11][CH:10]=[CH:9][CH:8]=1)[NH2:13])[CH:2]=[CH2:3]. The catalyst class is: 6.